From a dataset of Full USPTO retrosynthesis dataset with 1.9M reactions from patents (1976-2016). Predict the reactants needed to synthesize the given product. Given the product [Cl:1][C:2]1[CH:3]=[C:4]([C@H:5]([OH:6])[C@@H:7]2[CH2:12][CH2:11][CH2:10][N:9]([C:13]([O:15][C:16]([CH3:18])([CH3:17])[CH3:19])=[O:14])[CH2:8]2)[CH:20]=[CH:21][CH:22]=1, predict the reactants needed to synthesize it. The reactants are: [Cl:1][C:2]1[CH:3]=[C:4]([CH:20]=[CH:21][CH:22]=1)[C:5]([C@@H:7]1[CH2:12][CH2:11][CH2:10][N:9]([C:13]([O:15][C:16]([CH3:19])([CH3:18])[CH3:17])=[O:14])[CH2:8]1)=[O:6].C1(C)C=CC=CC=1.CO.